From a dataset of Forward reaction prediction with 1.9M reactions from USPTO patents (1976-2016). Predict the product of the given reaction. (1) Given the reactants [N:1]([CH2:4][C:5]1[N:9]([C:10]2[CH:15]=[CH:14][C:13]([S:16]([CH3:19])(=[O:18])=[O:17])=[CH:12][CH:11]=2)[N:8]=[CH:7][CH:6]=1)=[N+]=[N-].O.C1C=CC(P(C2C=CC=CC=2)C2C=CC=CC=2)=CC=1, predict the reaction product. The product is: [CH3:19][S:16]([C:13]1[CH:12]=[CH:11][C:10]([N:9]2[C:5]([CH2:4][NH2:1])=[CH:6][CH:7]=[N:8]2)=[CH:15][CH:14]=1)(=[O:17])=[O:18]. (2) Given the reactants [Si:1]([O:18][C@H:19]1[C@@:25]2([CH3:26])[C@H:23]([O:24]2)[CH2:22][C@@H:21]([OH:27])[CH2:20]1)([C:14]([CH3:17])([CH3:16])[CH3:15])([C:8]1[CH:13]=[CH:12][CH:11]=[CH:10][CH:9]=1)[C:2]1[CH:7]=[CH:6][CH:5]=[CH:4][CH:3]=1.N1C=CN=C1.Cl[Si:34]([CH2:39][CH3:40])([CH2:37][CH3:38])[CH2:35][CH3:36], predict the reaction product. The product is: [C:14]([Si:1]([O:18][C@@H:19]1[CH2:20][C@H:21]([O:27][Si:34]([CH2:39][CH3:40])([CH2:37][CH3:38])[CH2:35][CH3:36])[CH2:22][C@@H:23]2[C@@:25]1([CH3:26])[O:24]2)([C:8]1[CH:9]=[CH:10][CH:11]=[CH:12][CH:13]=1)[C:2]1[CH:3]=[CH:4][CH:5]=[CH:6][CH:7]=1)([CH3:15])([CH3:16])[CH3:17]. (3) Given the reactants [CH2:1]([O:3][C:4](=[O:13])[CH2:5][C:6]1[C:7]([Cl:12])=[N:8][CH:9]=[N:10][CH:11]=1)[CH3:2].[CH:14]([N-]C(C)C)(C)C.[Li+].IC, predict the reaction product. The product is: [Cl:12][C:7]1[C:6]([CH:5]([CH3:14])[C:4]([O:3][CH2:1][CH3:2])=[O:13])=[CH:11][N:10]=[CH:9][N:8]=1. (4) Given the reactants Cl[C:2]1[N:7]=[C:6]2[N:8]([CH:11]([CH3:13])[CH3:12])[CH:9]=[N:10][C:5]2=[C:4]([NH:14][CH2:15][CH2:16][C:17]2[CH:22]=[CH:21][C:20]([OH:23])=[CH:19][CH:18]=2)[CH:3]=1.[F:24][C:25]1[CH:26]=[C:27](B(O)O)[CH:28]=[N:29][CH:30]=1, predict the reaction product. The product is: [F:24][C:25]1[CH:26]=[C:27]([C:2]2[N:7]=[C:6]3[N:8]([CH:11]([CH3:13])[CH3:12])[CH:9]=[N:10][C:5]3=[C:4]([NH:14][CH2:15][CH2:16][C:17]3[CH:22]=[CH:21][C:20]([OH:23])=[CH:19][CH:18]=3)[CH:3]=2)[CH:28]=[N:29][CH:30]=1. (5) Given the reactants [CH3:1][CH:2]([N:4]1[C:8]2[N:9]=[C:10]([C:16]3[CH:21]=[CH:20][CH:19]=[CH:18][CH:17]=3)[CH:11]=[C:12]([C:13]([OH:15])=O)[C:7]=2[CH:6]=[N:5]1)[CH3:3].Cl.[NH:23]1[C:27]([C:28]2[CH:29]=[C:30]3[C:40](=[CH:41][CH:42]=2)[O:39][C:33]2([CH2:38][CH2:37][NH:36][CH2:35][CH2:34]2)[CH2:32][C:31]3=[O:43])=[N:26][N:25]=[N:24]1.CCN=C=NCCCN(C)C.C1C=CC2N(O)N=NC=2C=1.Cl, predict the reaction product. The product is: [CH3:3][CH:2]([N:4]1[C:8]2=[N:9][C:10]([C:16]3[CH:17]=[CH:18][CH:19]=[CH:20][CH:21]=3)=[CH:11][C:12]([C:13]([N:36]3[CH2:37][CH2:38][C:33]4([CH2:32][C:31](=[O:43])[C:30]5[C:40](=[CH:41][CH:42]=[C:28]([C:27]6[NH:26][N:25]=[N:24][N:23]=6)[CH:29]=5)[O:39]4)[CH2:34][CH2:35]3)=[O:15])=[C:7]2[CH:6]=[N:5]1)[CH3:1]. (6) Given the reactants [F:1][C:2]1[C:3]([CH2:8]O)=[N:4][CH:5]=[CH:6][CH:7]=1.C1(P(C2C=CC=CC=2)C2C=CC=CC=2)C=CC=CC=1.[Br:29]C(Br)(Br)Br, predict the reaction product. The product is: [Br:29][CH2:8][C:3]1[C:2]([F:1])=[CH:7][CH:6]=[CH:5][N:4]=1.